The task is: Predict the product of the given reaction.. This data is from Forward reaction prediction with 1.9M reactions from USPTO patents (1976-2016). (1) Given the reactants [CH3:1][O:2][C:3]1[CH:8]=[CH:7][C:6]([CH2:9][C:10]([OH:12])=O)=[C:5]([CH2:13]C2C=CC=CC=2C)[CH:4]=1.[CH2:21]([C:23]1[CH:24]=[C:25](OC)[CH:26]=[CH:27][C:22]=1[CH2:21]C(O)=O)[C:22]1[CH:27]=[CH:26][CH:25]=[CH:24][CH:23]=1, predict the reaction product. The product is: [CH3:1][O:2][C:3]1[CH:8]=[CH:7][C:6]2[CH2:9][C:10](=[O:12])[C:24]3[CH:25]=[CH:26][CH:27]=[C:22]([CH3:21])[C:23]=3[CH2:13][C:5]=2[CH:4]=1. (2) Given the reactants [C:1]([N:8]1[CH2:14][CH2:13][CH2:12][C@@H:9]1[CH:10]=O)([O:3][C:4]([CH3:7])([CH3:6])[CH3:5])=[O:2].[NH2:15][C:16]1[CH:25]=[CH:24][C:23]([S:26][C:27]2[NH:31][C:30]3[CH:32]=[CH:33][C:34]([Cl:36])=[CH:35][C:29]=3[N:28]=2)=[C:22]2[C:17]=1[C:18](=[O:37])[CH:19]=[CH:20][NH:21]2.C(O[BH-](OC(=O)C)OC(=O)C)(=O)C.[Na+], predict the reaction product. The product is: [Cl:36][C:34]1[CH:33]=[CH:32][C:30]2[NH:31][C:27]([S:26][C:23]3[CH:24]=[CH:25][C:16]([NH:15][CH2:10][C@H:9]4[CH2:12][CH2:13][CH2:14][N:8]4[C:1]([O:3][C:4]([CH3:7])([CH3:6])[CH3:5])=[O:2])=[C:17]4[C:22]=3[NH:21][CH:20]=[CH:19][C:18]4=[O:37])=[N:28][C:29]=2[CH:35]=1. (3) Given the reactants [Br:1][C:2]1[N:3]=[C:4]([CH:14]2[CH2:19][CH2:18][N:17]([C:20]([O:22][C:23]([CH3:26])([CH3:25])[CH3:24])=[O:21])[CH2:16][CH2:15]2)[N:5]([CH2:7][CH2:8]OS(C)(=O)=O)[CH:6]=1.[NH:27]1[CH2:30][CH2:29][CH2:28]1.CN(C=O)C, predict the reaction product. The product is: [N:27]1([CH2:8][CH2:7][N:5]2[CH:6]=[C:2]([Br:1])[N:3]=[C:4]2[CH:14]2[CH2:19][CH2:18][N:17]([C:20]([O:22][C:23]([CH3:26])([CH3:25])[CH3:24])=[O:21])[CH2:16][CH2:15]2)[CH2:30][CH2:29][CH2:28]1. (4) Given the reactants C[O-].[Na+].CCO[CH:7]=[C:8]([C:14]([O:16]CC)=O)[C:9]([O:11][CH2:12][CH3:13])=[O:10].[CH:19]([NH:22][NH2:23])([CH3:21])[CH3:20].Cl, predict the reaction product. The product is: [OH:16][C:14]1[C:8]([C:9]([O:11][CH2:12][CH3:13])=[O:10])=[CH:7][N:22]([CH:19]([CH3:21])[CH3:20])[N:23]=1. (5) The product is: [C:22]([C:21]1[CH:24]=[C:17]([C:15]2[S:16][C:12]([C:7]3[CH:8]=[CH:9][CH:10]=[C:11]4[C:6]=3[CH2:5][CH2:4][C@@H:3]4[NH:2][CH2:36][C:37]([O:39][CH3:40])=[O:38])=[N:13][N:14]=2)[CH:18]=[CH:19][C:20]=1[O:25][CH:26]([CH3:28])[CH3:27])#[N:23]. Given the reactants Cl.[NH2:2][C@@H:3]1[C:11]2[C:6](=[C:7]([C:12]3[S:16][C:15]([C:17]4[CH:18]=[CH:19][C:20]([O:25][CH:26]([CH3:28])[CH3:27])=[C:21]([CH:24]=4)[C:22]#[N:23])=[N:14][N:13]=3)[CH:8]=[CH:9][CH:10]=2)[CH2:5][CH2:4]1.C([O-])([O-])=O.[K+].[K+].Br[CH2:36][C:37]([O:39][CH3:40])=[O:38], predict the reaction product. (6) Given the reactants CC(C)([O-])C.[K+].[C:7]1([S:13]([NH:16][C:17]2[CH:18]=[C:19]([C@@H:23]([OH:43])[CH2:24][NH:25][C:26]([CH3:42])([CH3:41])[CH2:27][CH2:28][N:29]3[C:37]4[C:32](=[CH:33][C:34]([C:38]([OH:40])=[O:39])=[CH:35][CH:36]=4)[CH:31]=[CH:30]3)[CH:20]=[CH:21][CH:22]=2)(=[O:15])=[O:14])[CH:12]=[CH:11][CH:10]=[CH:9][CH:8]=1.Cl.[CH:45]([N:48]([CH:52]([CH3:54])[CH3:53])[CH2:49][CH2:50]Cl)([CH3:47])[CH3:46], predict the reaction product. The product is: [C:7]1([S:13]([NH:16][C:17]2[CH:18]=[C:19]([C@@H:23]([OH:43])[CH2:24][NH:25][C:26]([CH3:41])([CH3:42])[CH2:27][CH2:28][N:29]3[C:37]4[C:32](=[CH:33][C:34]([C:38]([O:40][CH2:50][CH2:49][N:48]([CH:52]([CH3:54])[CH3:53])[CH:45]([CH3:47])[CH3:46])=[O:39])=[CH:35][CH:36]=4)[CH:31]=[CH:30]3)[CH:20]=[CH:21][CH:22]=2)(=[O:15])=[O:14])[CH:12]=[CH:11][CH:10]=[CH:9][CH:8]=1. (7) Given the reactants [Br:1][C:2]1[CH:7]=[CH:6][C:5]([C:8]2[C:41]([Cl:42])=[CH:40][C:11]3[N:12](COCC[Si](C)(C)C)[C:13]([O:15][C@H:16]4[CH2:25][O:24][C@H:23]5[C@@H:18]([O:19]C(C6C=CC=CC=6)[O:21][CH2:22]5)[CH2:17]4)=[N:14][C:10]=3[CH:9]=2)=[CH:4][CH:3]=1.C(O)=O.S([O-])(O)(=O)=O.[K+].[OH-].[Na+].[NH4+].[Cl-], predict the reaction product. The product is: [Br:1][C:2]1[CH:7]=[CH:6][C:5]([C:8]2[C:41]([Cl:42])=[CH:40][C:11]3[NH:12][C:13]([O:15][C@H:16]4[CH2:25][O:24][C@H:23]([CH2:22][OH:21])[C@@H:18]([OH:19])[CH2:17]4)=[N:14][C:10]=3[CH:9]=2)=[CH:4][CH:3]=1. (8) Given the reactants [BH4-].[Na+].[C:3]1([S:9]([N:12]2[C:20]3[C:15](=[CH:16][C:17]([C:21](=O)[CH3:22])=[CH:18][CH:19]=3)[CH2:14][CH2:13]2)(=[O:11])=[O:10])[CH:8]=[CH:7][CH:6]=[CH:5][CH:4]=1.[OH-].[Na+], predict the reaction product. The product is: [C:3]1([S:9]([N:12]2[C:20]3[C:15](=[CH:16][C:17]([CH2:21][CH3:22])=[CH:18][CH:19]=3)[CH2:14][CH2:13]2)(=[O:11])=[O:10])[CH:4]=[CH:5][CH:6]=[CH:7][CH:8]=1.